Dataset: Full USPTO retrosynthesis dataset with 1.9M reactions from patents (1976-2016). Task: Predict the reactants needed to synthesize the given product. (1) The reactants are: CCOC(/N=N/C(OCC)=O)=O.C1C=CC(P(C2C=CC=CC=2)C2C=CC=CC=2)=CC=1.[Br:32][CH2:33][CH2:34][OH:35].[Cl:36][C:37]1[C:42]([O:43][CH3:44])=[CH:41][C:40](O)=[C:39]([N+:46]([O-:48])=[O:47])[CH:38]=1. Given the product [Br:32][CH2:33][CH2:34][O:35][C:40]1[CH:41]=[C:42]([O:43][CH3:44])[C:37]([Cl:36])=[CH:38][C:39]=1[N+:46]([O-:48])=[O:47], predict the reactants needed to synthesize it. (2) Given the product [NH2:1][C:2]1[N:3]=[C:4]([Cl:12])[C:5]([NH:9][CH:10]=[O:11])=[C:6]([NH:13][CH2:14][C:15]2[CH:16]=[CH:17][CH:18]=[C:19]([N:21]3[CH2:25][CH2:24][CH2:23][C:22]3=[O:26])[N:20]=2)[N:7]=1, predict the reactants needed to synthesize it. The reactants are: [NH2:1][C:2]1[N:7]=[C:6](Cl)[C:5]([NH:9][CH:10]=[O:11])=[C:4]([Cl:12])[N:3]=1.[NH2:13][CH2:14][C:15]1[N:20]=[C:19]([N:21]2[CH2:25][CH2:24][CH2:23][C:22]2=[O:26])[CH:18]=[CH:17][CH:16]=1.C(N(CC)CC)C.